Task: Binary Classification. Given a miRNA mature sequence and a target amino acid sequence, predict their likelihood of interaction.. Dataset: Experimentally validated miRNA-target interactions with 360,000+ pairs, plus equal number of negative samples (1) The miRNA is hsa-miR-6738-3p with sequence CUUCUGCCUGCAUUCUACUCCCAG. The protein sequence of the target gene is MATRAQPGPLSQAGSAGVAALATVGVASGPGPGRPGPLQDETLGVASVPSQWRAVQGIRWETKSCQTASIATASASAQARNHVDAQVQTEAPVPVSVQPPSQYDIPRLAAFLRRVEAMVIRELNKNWQSHAFDGFEVNWTEQQQMVSCLYTLGYPPAQAQGLHVTSISWNSTGSVVACAYGRLDHGDWSTLKSFVCAWNLDRRDLRPQQPSAVVEVPSAVLCLAFHPTQPSHVAGGLYSGEVLVWDLSRLEDPLLWRTGLTDDTHTDPVSQVVWLPEPGHSHRFQVLSVATDGKVLLWQG.... Result: 0 (no interaction). (2) Result: 0 (no interaction). The protein sequence of the target gene is MERSEPLAVLSCEEASCSSWGACGASKNLPTMTTESLEIDDGLYSRQRYVLGDTAMQKMAKSCVFLSGMGGLGVEIAKNLVLAGIKALTIHDTKKCQAWDLGTNFFLCEDDVVNERNRAEAVLHRIAELNPYVQVSSSSAPLDETTDLSFLEKYQCVVLTEIKLTLQKKINNFCHSHCPPIKFISADVHGIWSRLFCDFGDEFEVSDTTGEEPKEIFISNITQANPGIVTCLESHPHKLETGQFLTFREIHGMTGLNGSVQQITVISPFSFSIGDTTKLDPYLHGGIAVQVKTPKTFCFE.... The miRNA is mmu-miR-148b-3p with sequence UCAGUGCAUCACAGAACUUUGU. (3) The miRNA is hsa-miR-606 with sequence AAACUACUGAAAAUCAAAGAU. The protein sequence of the target gene is MVAACRSVAGLLPRRRRCFPARAPLLRVALCLLCWTPAAVRAVPELGLWLETVNDKSGPLIFRKTMFNSTDIKLSVKSFHCSGPVKFTIVWHLKYHTCHNEHSNLEELFQKHKLSVDEDFCHYLKNDNCWTTKNENLDCNSDSQVFPSLNNKELINIRNVSNQERSMDVVARTQKDGFHIFIVSIKTENTDASWNLNVSLSMIGPHGYISASDWPLMIFYMVMCIVYILYGILWLTWSACYWKDILRIQFWIAAVIFLGMLEKAVFYSEYQNISNTGLSTQGLLIFAELISAIKRTLARL.... Result: 1 (interaction). (4) The miRNA is hsa-miR-215-3p with sequence UCUGUCAUUUCUUUAGGCCAAUA. The protein sequence of the target gene is MRSIRSFANDDRHVMVKHSTIYPSPEELEAVQNMVSTVECALKHVSDWLDETNKGTKTEGETEVKKDEAGENYSKDQGGRTLCGVMRIGLVAKGLLIKDDMDLELVLMCKDKPTETLLNTVKDNLPIQIQKLTEEKYQVEQCVNEASIIIRNTKEPTLTLKVILTSPLIRDELEKKDGENVSMKDPPDLLDRQKCLNALASLRHAKWFQARANGLKSCVIVLRILRDLCNRVPTWAPLKGWPLELICEKSIGTCNRPLGAGEALRRVMECLASGILLPGGPGLHDPCERDPTDALSYMTI.... Result: 0 (no interaction). (5) The miRNA is mmu-miR-107-3p with sequence AGCAGCAUUGUACAGGGCUAUCA. The protein sequence of the target gene is MSVSVHENRKSRASSGSINIYLFHKSSYADSVLTHLNLLRQQRLFTDVLLHAGNRTFPCHRAVLAACSRYFEAMFSGGLKESQDSEVNFDNSIHPEVLELLLDYAYSSRVIINEENAESLLEAGDMLEFQDIRDACAEFLEKNLHPTNCLGMLLLSDAHQCTKLYELSWRMCLSNFQTIRKNEDFLQLPQDMVVQLLSSEELETEDERLVYESAMNWISYDLKKRYCYLPELLQTVRLALLPAIYLMENVAMEELITKQRKSKEIVEEAIRCKLKILQNDGVVTSLCARPRKTGHALFLL.... Result: 0 (no interaction).